The task is: Predict the product of the given reaction.. This data is from Forward reaction prediction with 1.9M reactions from USPTO patents (1976-2016). (1) Given the reactants C(OC([N:8]1[CH2:15][C:14]2[C:13]([NH2:16])=[N:12][NH:11][C:10]=2[C:9]1([CH3:18])[CH3:17])=O)(C)(C)C.[Cl:19][CH:20]([C:24](=O)[CH3:25])[C:21](=O)[CH3:22].Cl, predict the reaction product. The product is: [ClH:19].[Cl:19][C:20]1[C:24]([CH3:25])=[N:16][C:13]2[N:12]([N:11]=[C:10]3[C:9]([CH3:17])([CH3:18])[NH:8][CH2:15][C:14]3=2)[C:21]=1[CH3:22]. (2) Given the reactants [CH3:1][N:2]1[C:7]2[C:8](C)=[CH:9][NH:10][C:6]=2[C:5](=[O:12])[N:4]([CH3:13])[C:3]1=[O:14].Br[CH2:16][C:17]([NH:19][C:20]1[S:21][CH:22]=[C:23]([C:25]2[CH:30]=[CH:29][C:28]([Cl:31])=[C:27]([Cl:32])[C:26]=2[Cl:33])[N:24]=1)=[O:18].[H-].[Na+], predict the reaction product. The product is: [CH3:1][N:2]1[C:7]2[CH:8]=[CH:9][N:10]([CH2:16][C:17]([NH:19][C:20]3[S:21][CH:22]=[C:23]([C:25]4[CH:30]=[CH:29][C:28]([Cl:31])=[C:27]([Cl:32])[C:26]=4[Cl:33])[N:24]=3)=[O:18])[C:6]=2[C:5](=[O:12])[N:4]([CH3:13])[C:3]1=[O:14]. (3) Given the reactants C([O:8][CH2:9][CH2:10][O:11][CH2:12][CH2:13][O:14][CH2:15][CH2:16][O:17][CH2:18][CH2:19][O:20][CH2:21][CH2:22][O:23][CH2:24][C:25](O)=[O:26])C1C=CC=CC=1.[OH:28][CH2:29][C@H:30]1[O:34][C:33](=[O:35])[N:32]([C:36]2[CH:45]=[C:44]3[C:39]([CH:40]=[C:41]([C:47]4[CH:52]=[CH:51][CH:50]=[CH:49][C:48]=4[C:53]([F:56])([F:55])[F:54])[NH:42][C:43]3=[O:46])=[CH:38][CH:37]=2)[CH2:31]1.[H][H], predict the reaction product. The product is: [OH:8][CH2:9][CH2:10][O:11][CH2:12][CH2:13][O:14][CH2:15][CH2:16][O:17][CH2:18][CH2:19][O:20][CH2:21][CH2:22][O:23][CH2:24][C:25]([O:28][CH2:29][C@H:30]1[O:34][C:33](=[O:35])[N:32]([C:36]2[CH:45]=[C:44]3[C:39]([CH:40]=[C:41]([C:47]4[CH:52]=[CH:51][CH:50]=[CH:49][C:48]=4[C:53]([F:55])([F:54])[F:56])[NH:42][C:43]3=[O:46])=[CH:38][CH:37]=2)[CH2:31]1)=[O:26]. (4) Given the reactants [C:1]([O:5][C:6]([N:8]1[CH2:15][CH:14]2[CH:10]([CH2:11][N:12]([C:16]3[CH:21]=[CH:20][CH:19]=[CH:18][C:17]=3[C:22]#[N:23])[CH2:13]2)[CH2:9]1)=[O:7])([CH3:4])([CH3:3])[CH3:2].[H][H], predict the reaction product. The product is: [C:1]([O:5][C:6]([N:8]1[CH2:9][CH:10]2[CH:14]([CH2:13][N:12]([C:16]3[CH:21]=[CH:20][CH:19]=[CH:18][C:17]=3[CH2:22][NH2:23])[CH2:11]2)[CH2:15]1)=[O:7])([CH3:4])([CH3:2])[CH3:3]. (5) Given the reactants [Cl:1][C:2]1[CH:3]=[CH:4][C:5]([CH2:11][O:12][C:13]2[CH:18]=[CH:17][CH:16]=[CH:15][C:14]=2[Cl:19])=[C:6]([CH:10]=1)[C:7]([OH:9])=O.[C:20]([O:24][CH2:25]CC1C=CC(N2C3=NC(C)=CC(C)=C3N=C2CC)=CC=1)(=[O:23])CC.Cl.C[N:48](C)[CH2:49][CH2:50]CN=C=NCC.O.ON1[C:64]2[CH:65]=[CH:66][CH:67]=[CH:68][C:63]=2N=N1.C(N(CC)CC)C, predict the reaction product. The product is: [Cl:1][C:2]1[CH:3]=[CH:4][C:5]([CH2:11][O:12][C:13]2[CH:18]=[CH:17][CH:16]=[CH:15][C:14]=2[Cl:19])=[C:6]([CH:10]=1)[C:7]([NH:48][C@H:49]([C:63]1[CH:68]=[CH:67][C:66]([C:20]([O:24][CH3:25])=[O:23])=[CH:65][CH:64]=1)[CH3:50])=[O:9]. (6) Given the reactants [Cl:1][C:2]1[C:3]([C:8]2[CH:9]=[C:10]3[C:14](=[CH:15][CH:16]=2)[N:13](COCC[Si](C)(C)C)[N:12]=[C:11]3[NH:25][C:26]2[CH:31]=[N:30][CH:29]=[CH:28][N:27]=2)=[N:4][CH:5]=[CH:6][CH:7]=1.Cl.C(=O)([O-])O.[Na+], predict the reaction product. The product is: [Cl:1][C:2]1[C:3]([C:8]2[CH:9]=[C:10]3[C:14](=[CH:15][CH:16]=2)[NH:13][N:12]=[C:11]3[NH:25][C:26]2[CH:31]=[N:30][CH:29]=[CH:28][N:27]=2)=[N:4][CH:5]=[CH:6][CH:7]=1. (7) Given the reactants [Cl:1][C:2]1[CH:3]=[CH:4][C:5]([C:9]2[NH:13][N:12]=[N:11][N:10]=2)=[C:6]([CH:8]=1)[NH2:7].[CH3:14][O:15][C:16]1[CH:17]=[C:18]([CH:22]=[CH:23][CH:24]=1)[C:19](Cl)=[O:20], predict the reaction product. The product is: [Cl:1][C:2]1[CH:3]=[CH:4][C:5]([C:9]2[NH:13][N:12]=[N:11][N:10]=2)=[C:6]([NH:7][C:19](=[O:20])[C:18]2[CH:22]=[CH:23][CH:24]=[C:16]([O:15][CH3:14])[CH:17]=2)[CH:8]=1. (8) The product is: [Cl:16][C:5]1[C:6]([NH:8][C:9]2[CH:13]=[C:12]([O:14][CH3:15])[NH:11][N:10]=2)=[N:7][C:2]([NH:27][C@H:25]([C:22]2[N:23]=[CH:24][C:19]([F:18])=[CH:20][N:21]=2)[CH3:26])=[N:3][CH:4]=1. Given the reactants Cl[C:2]1[N:7]=[C:6]([NH:8][C:9]2[CH:13]=[C:12]([O:14][CH3:15])[NH:11][N:10]=2)[C:5]([Cl:16])=[CH:4][N:3]=1.Cl.[F:18][C:19]1[CH:20]=[N:21][C:22]([C@@H:25]([NH2:27])[CH3:26])=[N:23][CH:24]=1.CCN(C(C)C)C(C)C, predict the reaction product. (9) Given the reactants [Cl:1][C:2]1[CH:3]=[C:4]2[C:9](=[CH:10][C:11]=1[C:12]([N:14]1[CH2:18][CH2:17][CH2:16][CH2:15]1)=[O:13])[N:8]=[CH:7][N:6]=[C:5]2[NH:19][CH:20]([C:26]1[N:30](C(OC(C)(C)C)=O)[C:29]2[CH:38]=[CH:39][C:40]([Cl:42])=[CH:41][C:28]=2[N:27]=1)[CH2:21][CH2:22][C:23]([OH:25])=O.[NH2:43][CH:44]1[CH2:49][CH2:48][N:47](C(OC(C)(C)C)=O)[CH2:46][CH2:45]1.CN(C(ON1N=NC2C=CC=CC1=2)=[N+](C)C)C.[B-](F)(F)(F)F.FC(F)(F)C(O)=O, predict the reaction product. The product is: [Cl:1][C:2]1[CH:3]=[C:4]2[C:9](=[CH:10][C:11]=1[C:12]([N:14]1[CH2:15][CH2:16][CH2:17][CH2:18]1)=[O:13])[N:8]=[CH:7][N:6]=[C:5]2[NH:19][CH:20]([C:26]1[NH:30][C:29]2[CH:38]=[CH:39][C:40]([Cl:42])=[CH:41][C:28]=2[N:27]=1)[CH2:21][CH2:22][C:23]([NH:43][CH:44]1[CH2:49][CH2:48][NH:47][CH2:46][CH2:45]1)=[O:25].